Predict which catalyst facilitates the given reaction. From a dataset of Catalyst prediction with 721,799 reactions and 888 catalyst types from USPTO. Reactant: [ClH:1].[CH:2]1([C:5](=[O:34])[CH:6]([N:14]2[CH2:19][CH2:18][CH:17]([SH:20])/[C:16](=[CH:21]/[C:22]3[N:26]([CH2:27][CH2:28][C:29]([O:31]CC)=[O:30])[N:25]=[N:24][CH:23]=3)/[CH2:15]2)[C:7]2[CH:12]=[CH:11][CH:10]=[CH:9][C:8]=2[F:13])[CH2:4][CH2:3]1.Cl. Product: [ClH:1].[C:29]([CH2:28][CH2:27][N:26]1[C:22](/[CH:21]=[C:16]2\[CH2:15][N:14]([CH:6]([C:7]3[CH:12]=[CH:11][CH:10]=[CH:9][C:8]=3[F:13])[C:5]([CH:2]3[CH2:4][CH2:3]3)=[O:34])[CH2:19][CH2:18][CH:17]\2[SH:20])=[CH:23][N:24]=[N:25]1)([OH:31])=[O:30]. The catalyst class is: 10.